From a dataset of Full USPTO retrosynthesis dataset with 1.9M reactions from patents (1976-2016). Predict the reactants needed to synthesize the given product. (1) Given the product [CH3:12][O:10][C:9]([C:3]1[C:2]([Cl:1])=[N:7][C:6]([Cl:8])=[CH:5][N:4]=1)=[O:11], predict the reactants needed to synthesize it. The reactants are: [Cl:1][C:2]1[C:3]([C:9]([OH:11])=[O:10])=[N:4][CH:5]=[C:6]([Cl:8])[N:7]=1.[C:12](=O)([O-])[O-].[K+].[K+].CI. (2) Given the product [Cl:18][C:19]1[CH:26]=[CH:25][C:22]([CH2:23][N:12]2[C:13]([CH3:17])([CH3:16])[C:14](=[O:15])[N:11]2[CH:2]2[CH:3]3[CH2:4][CH:5]4[CH2:6][CH:7]([CH2:8][CH:1]2[CH2:10]4)[CH2:9]3)=[CH:21][CH:20]=1, predict the reactants needed to synthesize it. The reactants are: [CH:1]12[CH2:10][CH:5]3[CH2:6][CH:7]([CH2:9][CH:3]([CH2:4]3)[CH:2]1[N:11]1[C:14](=[O:15])[C:13]([CH3:17])([CH3:16])[NH:12]1)[CH2:8]2.[Cl:18][C:19]1[CH:26]=[CH:25][C:22]([CH2:23]Br)=[CH:21][CH:20]=1. (3) Given the product [C:15]([O:19][C:20]([N:22]1[CH2:27][CH2:26][CH:25]([NH:28][CH2:13][C:8]2[C:7]([C:1]3[CH:2]=[CH:3][CH:4]=[CH:5][CH:6]=3)=[CH:12][CH:11]=[CH:10][N:9]=2)[CH2:24][CH2:23]1)=[O:21])([CH3:18])([CH3:16])[CH3:17], predict the reactants needed to synthesize it. The reactants are: [C:1]1([C:7]2[C:8]([CH:13]=O)=[N:9][CH:10]=[CH:11][CH:12]=2)[CH:6]=[CH:5][CH:4]=[CH:3][CH:2]=1.[C:15]([O:19][C:20]([N:22]1[CH2:27][CH2:26][CH:25]([NH2:28])[CH2:24][CH2:23]1)=[O:21])([CH3:18])([CH3:17])[CH3:16].[BH4-].[Na+]. (4) Given the product [C:28]([OH:27])(=[O:44])[CH3:29].[F:17][C:15]1([F:18])[CH2:16][N:11]2[C:10]([NH2:19])=[N:9][C:8]([C:20]3[CH:25]=[CH:24][N:23]=[CH:22][CH:21]=3)([C:4]3[CH:5]=[CH:6][CH:7]=[C:2]([C:41]4[CH:42]=[N:37][CH:38]=[N:39][CH:40]=4)[CH:3]=3)[C:12]2=[N:13][CH2:14]1, predict the reactants needed to synthesize it. The reactants are: Br[C:2]1[CH:3]=[C:4]([C:8]2([C:20]3[CH:25]=[CH:24][N:23]=[CH:22][CH:21]=3)[C:12]3=[N:13][CH2:14][C:15]([F:18])([F:17])[CH2:16][N:11]3[C:10]([NH2:19])=[N:9]2)[CH:5]=[CH:6][CH:7]=1.C[O:27][C:28]1[CH:29]=C(B(O)O)C=NC=1.[N:37]1[CH:42]=[C:41](B(O)[OH:44])[CH:40]=[N:39][CH:38]=1. (5) Given the product [C:23]([CH:21]([NH:22][C:2]1[C:11]([C:12]([OH:14])=[O:13])=[CH:10][C:9]2[C:4](=[CH:5][CH:6]=[C:7]([Cl:15])[CH:8]=2)[N:3]=1)[CH2:20][C:19]1[CH:26]=[CH:27][CH:28]=[CH:29][C:18]=1[O:17][CH3:16])([OH:25])=[O:24], predict the reactants needed to synthesize it. The reactants are: Cl[C:2]1[C:11]([C:12]([OH:14])=[O:13])=[CH:10][C:9]2[C:4](=[CH:5][CH:6]=[C:7]([Cl:15])[CH:8]=2)[N:3]=1.[CH3:16][O:17][C:18]1[CH:29]=[CH:28][CH:27]=[CH:26][C:19]=1[CH2:20][CH:21]([C:23]([OH:25])=[O:24])[NH2:22]. (6) Given the product [ClH:27].[CH2:8]([N:11]([CH2:15][CH2:16][C:17]1[CH:18]=[CH:19][C:20]2[O:25][CH2:24][CH2:23][N:22]([CH2:28][C:29]3[C:38]4[C:33](=[CH:34][CH:35]=[CH:36][CH:37]=4)[CH:32]=[CH:31][CH:30]=3)[C:21]=2[CH:26]=1)[CH2:12][CH2:13][CH3:14])[CH2:9][CH3:10], predict the reactants needed to synthesize it. The reactants are: C(=O)([O-])[O-].[K+].[K+].Cl.[CH2:8]([N:11]([CH2:15][CH2:16][C:17]1[CH:18]=[CH:19][C:20]2[O:25][CH2:24][CH2:23][NH:22][C:21]=2[CH:26]=1)[CH2:12][CH2:13][CH3:14])[CH2:9][CH3:10].[Cl:27][CH2:28][C:29]1[C:38]2[C:33](=[CH:34][CH:35]=[CH:36][CH:37]=2)[CH:32]=[CH:31][CH:30]=1.O. (7) Given the product [Si:13]([O:20][C@H:21]1[CH2:25][CH2:24][N:23]([CH2:12][C@H:10]([C:8]2[CH:7]=[C:4]([CH:3]=[C:2]([F:1])[CH:9]=2)[C:5]#[N:6])[OH:11])[CH2:22]1)([C:16]([CH3:19])([CH3:18])[CH3:17])([CH3:15])[CH3:14], predict the reactants needed to synthesize it. The reactants are: [F:1][C:2]1[CH:3]=[C:4]([CH:7]=[C:8]([C@H:10]2[CH2:12][O:11]2)[CH:9]=1)[C:5]#[N:6].[Si:13]([O:20][C@H:21]1[CH2:25][CH2:24][NH:23][CH2:22]1)([C:16]([CH3:19])([CH3:18])[CH3:17])([CH3:15])[CH3:14]. (8) Given the product [O:1]([C:8]1[CH:13]=[CH:12][C:11]([CH2:14][NH:15][C:16](=[O:26])[C:17]2[CH:22]=[C:21]([F:23])[C:20]([Cl:24])=[N:19][C:18]=2[NH2:27])=[CH:10][CH:9]=1)[C:2]1[CH:7]=[CH:6][CH:5]=[CH:4][CH:3]=1, predict the reactants needed to synthesize it. The reactants are: [O:1]([C:8]1[CH:13]=[CH:12][C:11]([CH2:14][NH:15][C:16](=[O:26])[C:17]2[CH:22]=[C:21]([F:23])[C:20]([Cl:24])=[N:19][C:18]=2Cl)=[CH:10][CH:9]=1)[C:2]1[CH:7]=[CH:6][CH:5]=[CH:4][CH:3]=1.[NH3:27]. (9) Given the product [CH3:29][Si:28]([CH3:31])([CH3:30])[O:18][C:16]([CH3:17])=[C:15]([O:14][C:11]1[CH:12]=[CH:13][C:8]([C:5]2[CH:6]=[CH:7][C:2]([OH:1])=[CH:3][CH:4]=2)=[CH:9][CH:10]=1)[CH3:19], predict the reactants needed to synthesize it. The reactants are: [OH:1][C:2]1[CH:7]=[CH:6][C:5]([C:8]2[CH:13]=[CH:12][C:11]([O:14][CH:15]([CH3:19])[C:16](=[O:18])[CH3:17])=[CH:10][CH:9]=2)=[CH:4][CH:3]=1.C(N(CC)CC)C.Cl[Si:28]([CH3:31])([CH3:30])[CH3:29].C(=O)([O-])O.[Na+].